Predict which catalyst facilitates the given reaction. From a dataset of Catalyst prediction with 721,799 reactions and 888 catalyst types from USPTO. (1) Reactant: Cl.[CH3:2][C:3]1[CH:7]=[C:6]([CH2:8][NH2:9])[O:5][N:4]=1.[OH-].[K+].CO.[F:14][C:15]1[CH:37]=[CH:36][CH:35]=[CH:34][C:16]=1[O:17][C:18]1[C:31](=[O:32])[N:30]([CH3:33])[C:21]2[N:22]=[C:23](S(C)(=O)=O)[N:24]=[CH:25][C:20]=2[CH:19]=1. Product: [F:14][C:15]1[CH:37]=[CH:36][CH:35]=[CH:34][C:16]=1[O:17][C:18]1[C:31](=[O:32])[N:30]([CH3:33])[C:21]2[N:22]=[C:23]([NH:9][CH2:8][C:6]3[O:5][N:4]=[C:3]([CH3:2])[CH:7]=3)[N:24]=[CH:25][C:20]=2[CH:19]=1. The catalyst class is: 303. (2) Reactant: [Br:1][C:2]1[CH:3]=[CH:4][C:5]2[C@H:10]([CH2:11][C:12](O)=[O:13])[O:9][CH2:8][CH2:7][C:6]=2[CH:15]=1.B.C(=O)([O-])[O-].[Na+].[Na+]. Product: [Br:1][C:2]1[CH:3]=[CH:4][C:5]2[C@H:10]([CH2:11][CH2:12][OH:13])[O:9][CH2:8][CH2:7][C:6]=2[CH:15]=1. The catalyst class is: 1. (3) Reactant: C(O)(C(F)(F)F)=O.[CH3:8][N:9]1[CH:13]=[C:12]([C:14]2[CH:15]=[CH:16][C:17]([C:20]([O:22]C(C)(C)C)=[O:21])=[N:18][CH:19]=2)[CH:11]=[N:10]1. Product: [CH3:8][N:9]1[CH:13]=[C:12]([C:14]2[CH:15]=[CH:16][C:17]([C:20]([OH:22])=[O:21])=[N:18][CH:19]=2)[CH:11]=[N:10]1. The catalyst class is: 4. (4) Product: [Br:13][C:6]1[CH:5]=[C:4]2[C:9](=[CH:8][CH:7]=1)[NH:1][N:2]=[C:3]2[C:10]([OH:12])=[O:11]. Reactant: [NH:1]1[C:9]2[C:4](=[CH:5][CH:6]=[CH:7][CH:8]=2)[C:3]([C:10]([OH:12])=[O:11])=[N:2]1.[Br:13]Br. The catalyst class is: 15. (5) Reactant: [C@@H:1]12[C:10](=[O:11])[O:9][C:7](=[O:8])[C@H:2]1[CH2:3][CH2:4][CH2:5][CH2:6]2.[C@H:12]1([NH2:22])[C:21]2[C:16](=[CH:17][CH:18]=[CH:19][CH:20]=2)[CH2:15][CH2:14][CH2:13]1. Product: [C@H:12]1([NH:22][C:7]([C@@H:2]2[CH2:3][CH2:4][CH2:5][CH2:6][C@H:1]2[C:10]([OH:9])=[O:11])=[O:8])[C:21]2[C:16](=[CH:17][CH:18]=[CH:19][CH:20]=2)[CH2:15][CH2:14][CH2:13]1. The catalyst class is: 2. (6) Reactant: [NH2:1][C:2]1[N:7]=[C:6](OS(C(F)(F)F)(=O)=O)[C:5]([F:16])=[C:4]([C:17]2[O:18][CH:19]=[CH:20][CH:21]=2)[N:3]=1.[CH3:22][S-:23].[Na+]. Product: [F:16][C:5]1[C:4]([C:17]2[O:18][CH:19]=[CH:20][CH:21]=2)=[N:3][C:2]([NH2:1])=[N:7][C:6]=1[S:23][CH3:22]. The catalyst class is: 57.